From a dataset of TCR-epitope binding with 47,182 pairs between 192 epitopes and 23,139 TCRs. Binary Classification. Given a T-cell receptor sequence (or CDR3 region) and an epitope sequence, predict whether binding occurs between them. (1) The epitope is FLNRFTTTL. The TCR CDR3 sequence is CSARRLTGGSYNSPLHF. Result: 0 (the TCR does not bind to the epitope). (2) The epitope is IPRRNVATL. The TCR CDR3 sequence is CATLAEMNTGELFF. Result: 0 (the TCR does not bind to the epitope). (3) The epitope is FLPRVFSAV. The TCR CDR3 sequence is CASSESAEGNQPQHF. Result: 1 (the TCR binds to the epitope). (4) The epitope is YFPLQSYGF. The TCR CDR3 sequence is CASSLWGAVTSTDTQYF. Result: 1 (the TCR binds to the epitope). (5) The epitope is NLDSKVGGNY. The TCR CDR3 sequence is CASSLEAGATYNEQFF. Result: 0 (the TCR does not bind to the epitope). (6) The epitope is SEVGPEHSLAEY. The TCR CDR3 sequence is CASSLGPEKEQFF. Result: 0 (the TCR does not bind to the epitope).